Predict the product of the given reaction. From a dataset of Forward reaction prediction with 1.9M reactions from USPTO patents (1976-2016). (1) Given the reactants [Br:1][C:2]1[S:3][C:4]([C:12](=[O:30])[C:13]2[CH:18]=[CH:17][C:16]([C:19]#[C:20][C:21]3[CH:26]=[CH:25][CH:24]=[CH:23][CH:22]=3)=[C:15]([N+:27]([O-])=O)[CH:14]=2)=[CH:5][C:6]=1[CH2:7][C:8]([O:10][CH3:11])=[O:9].C([O-])(O)=O.[Na+], predict the reaction product. The product is: [Br:1][C:2]1[S:3][C:4]([C:12](=[O:30])[C:13]2[CH:18]=[CH:17][C:16]([C:19]#[C:20][C:21]3[CH:22]=[CH:23][CH:24]=[CH:25][CH:26]=3)=[C:15]([NH2:27])[CH:14]=2)=[CH:5][C:6]=1[CH2:7][C:8]([O:10][CH3:11])=[O:9]. (2) Given the reactants [OH:1][CH:2]1[CH2:7][CH2:6][CH:5]([N:8]2[C:16](=[O:17])[C:15]3[C:10](=[CH:11][CH:12]=[CH:13][CH:14]=3)[C:9]2=[O:18])[CH2:4][CH2:3]1.C1(P(C2C=CC=CC=2)C2C=CC=CC=2)C=CC=CC=1.[CH2:38]([O:40][C:41](=[O:49])[C:42]1[CH:47]=[CH:46][C:45](O)=[CH:44][CH:43]=1)[CH3:39].CC(OC(/N=N/C(OC(C)C)=O)=O)C, predict the reaction product. The product is: [CH2:38]([O:40][C:41](=[O:49])[C:42]1[CH:47]=[CH:46][C:45]([O:1][CH:2]2[CH2:3][CH2:4][CH:5]([N:8]3[C:9](=[O:18])[C:10]4[C:15](=[CH:14][CH:13]=[CH:12][CH:11]=4)[C:16]3=[O:17])[CH2:6][CH2:7]2)=[CH:44][CH:43]=1)[CH3:39].